Predict the reactants needed to synthesize the given product. From a dataset of Full USPTO retrosynthesis dataset with 1.9M reactions from patents (1976-2016). (1) Given the product [Cl:56][C:53]1[CH:54]=[CH:55][C:50]([CH2:49][NH:48][C:46]([C:41]2[NH:42][C:43]3[C:39]([CH:40]=2)=[CH:38][C:37]([NH:36][C:77](=[O:78])[CH2:76][O:75][CH2:74][CH2:73][O:72][CH2:71][CH2:70][O:69][CH3:68])=[CH:45][CH:44]=3)=[O:47])=[C:51]([F:67])[C:52]=1[O:57][C:58]1[CH:63]=[C:62]([C:64]#[N:65])[CH:61]=[C:60]([Cl:66])[CH:59]=1, predict the reactants needed to synthesize it. The reactants are: F[P-](F)(F)(F)(F)F.N1(O[P+](N(C)C)(N(C)C)N(C)C)C2C=CC=CC=2N=N1.[Cl-].FC(F)(F)C(O)=O.[NH2:36][C:37]1[CH:38]=[C:39]2[C:43](=[CH:44][CH:45]=1)[NH:42][C:41]([C:46]([NH:48][CH2:49][C:50]1[CH:55]=[CH:54][C:53]([Cl:56])=[C:52]([O:57][C:58]3[CH:63]=[C:62]([C:64]#[N:65])[CH:61]=[C:60]([Cl:66])[CH:59]=3)[C:51]=1[F:67])=[O:47])=[CH:40]2.[CH3:68][O:69][CH2:70][CH2:71][O:72][CH2:73][CH2:74][O:75][CH2:76][C:77](O)=[O:78].C(N(C(C)C)CC)(C)C. (2) Given the product [F:21][C:16]1[CH:15]=[C:14]([C:10]2([F:13])[CH2:11][CH2:12][NH:8][CH2:9]2)[CH:19]=[C:18]([F:20])[CH:17]=1, predict the reactants needed to synthesize it. The reactants are: C([N:8]1[CH2:12][CH2:11][C:10]([C:14]2[CH:19]=[C:18]([F:20])[CH:17]=[C:16]([F:21])[CH:15]=2)([F:13])[CH2:9]1)C1C=CC=CC=1.C([O-])=O.[NH4+]. (3) Given the product [F:1][C:2]1[CH:7]=[CH:6][C:5]([CH2:8][N:9]2[C:17]3[C:12](=[CH:13][CH:14]=[CH:15][CH:16]=3)[C:11]([O:18][CH2:19][C:20]3[CH:25]=[CH:24][CH:23]=[CH:22][CH:21]=3)=[C:10]2[N:48]([CH2:47][C:46]2[CH:34]=[CH:32][N:31]=[CH:35][CH:37]=2)[CH:49]=[O:40])=[CH:4][CH:3]=1, predict the reactants needed to synthesize it. The reactants are: [F:1][C:2]1[CH:7]=[CH:6][C:5]([CH2:8][N:9]2[C:17]3[C:12](=[CH:13][CH:14]=[CH:15][CH:16]=3)[C:11]([O:18][CH2:19][C:20]3[CH:25]=[CH:24][CH:23]=[CH:22][CH:21]=3)=[C:10]2C(O)=O)=[CH:4][CH:3]=1.CC[N:31]([CH:35]([CH3:37])C)[CH:32]([CH3:34])C.CS(Cl)(=O)=[O:40].NCC1C=[CH:49][N:48]=[CH:47][CH:46]=1. (4) Given the product [C:31]([O:30][C:28](=[O:29])[C:27]1[CH:35]=[CH:36][C:37]([C:39]2[CH:44]=[CH:43][CH:42]=[CH:41][CH:40]=2)=[CH:38][C:26]=1[NH:25][C:23](=[O:24])[C:22]1[CH:45]=[C:46]([N:1]2[CH2:6][CH2:5][O:4][CH2:3][CH2:2]2)[CH:47]=[CH:48][C:21]=1[O:20][CH2:13][C:14]1[CH:15]=[CH:16][CH:17]=[CH:18][CH:19]=1)([CH3:34])([CH3:32])[CH3:33], predict the reactants needed to synthesize it. The reactants are: [NH:1]1[CH2:6][CH2:5][O:4][CH2:3][CH2:2]1.C(=O)([O-])[O-].[Cs+].[Cs+].[CH2:13]([O:20][C:21]1[CH:48]=[CH:47][C:46](Br)=[CH:45][C:22]=1[C:23]([NH:25][C:26]1[CH:38]=[C:37]([C:39]2[CH:44]=[CH:43][CH:42]=[CH:41][CH:40]=2)[CH:36]=[CH:35][C:27]=1[C:28]([O:30][C:31]([CH3:34])([CH3:33])[CH3:32])=[O:29])=[O:24])[C:14]1[CH:19]=[CH:18][CH:17]=[CH:16][CH:15]=1.C(O)(=O)CC(CC(O)=O)(C(O)=O)O. (5) The reactants are: [CH2:1]([NH:3][C:4]1[CH:9]=[CH:8][C:7]([C:10]([OH:19])([C:15]([F:18])([F:17])[F:16])[C:11]([F:14])([F:13])[F:12])=[CH:6][CH:5]=1)[CH3:2].Cl[CH2:21][C:22]1[N:23]=[C:24]([C:28]2[CH:33]=[CH:32][CH:31]=[C:30]([C:34]([F:37])([F:36])[F:35])[CH:29]=2)[O:25][C:26]=1[CH3:27]. Given the product [CH2:1]([N:3]([CH2:21][C:22]1[N:23]=[C:24]([C:28]2[CH:33]=[CH:32][CH:31]=[C:30]([C:34]([F:37])([F:36])[F:35])[CH:29]=2)[O:25][C:26]=1[CH3:27])[C:4]1[CH:5]=[CH:6][C:7]([C:10]([OH:19])([C:11]([F:13])([F:14])[F:12])[C:15]([F:16])([F:18])[F:17])=[CH:8][CH:9]=1)[CH3:2], predict the reactants needed to synthesize it. (6) Given the product [NH:1]1[C:5]2=[N:6][CH:7]=[CH:8][CH:9]=[C:4]2[C:3]([CH2:24][N:13]2[CH2:14][CH2:15][N:10]([C:16]3[CH:23]=[CH:22][CH:21]=[CH:20][C:17]=3[C:18]#[N:19])[CH2:11][CH2:12]2)=[CH:2]1, predict the reactants needed to synthesize it. The reactants are: [NH:1]1[C:5]2=[N:6][CH:7]=[CH:8][CH:9]=[C:4]2[CH:3]=[CH:2]1.[N:10]1([C:16]2[CH:23]=[CH:22][CH:21]=[CH:20][C:17]=2[C:18]#[N:19])[CH2:15][CH2:14][NH:13][CH2:12][CH2:11]1.[C:24]([O-])(=O)C.[Na+].C=O.[OH-].[Na+]. (7) Given the product [OH:134][CH:3]([CH2:4][OH:39])[CH2:2][CH2:1][N:5]1[C:10](=[O:11])[CH:9]=[N:8][C:7]2[CH:12]=[CH:13][C:14]([O:16][CH3:17])=[N:15][C:6]1=2, predict the reactants needed to synthesize it. The reactants are: [CH2:1]([N:5]1[C:10](=[O:11])[CH:9]=[N:8][C:7]2[CH:12]=[CH:13][C:14]([O:16][CH3:17])=[N:15][C:6]1=2)[CH2:2][CH:3]=[CH2:4].CC[C@H]1[C@H]2C[C@H]([C@H](OC3C4C(=CC=CC=4)C(O[C@H](C4C=CN=C5C=4C=C(OC)C=C5)[C@@H]4N5C[C@H](CC)[C@@H](CC5)C4)=NN=3)C3C=CN=C4C=3C=C([O:39]C)C=C4)N(CC2)C1.CC[C@@H]1[C@@H]2C[C@H]([C@@H](OC3C4C(=CC=CC=4)C(O[C@@H](C4C=CN=C5C=4C=C(OC)C=C5)[C@@H]4N5C[C@H](CC)[C@@H](CC5)C4)=NN=3)C3C=CN=C4C=3C=C(OC)C=C4)N(CC2)C1.[OH2:134].